From a dataset of Full USPTO retrosynthesis dataset with 1.9M reactions from patents (1976-2016). Predict the reactants needed to synthesize the given product. (1) Given the product [CH2:1]([C:3]1[C:11]2[C:6](=[CH:7][CH:8]=[CH:9][C:10]=2[NH:12][C:13]([C:15]2[N:19]3[CH:20]=[CH:21][CH:22]=[CH:23][C:18]3=[N:17][CH:16]=2)=[O:14])[N:5]([CH2:24][C:25]2[CH:30]=[CH:29][CH:28]=[C:27]([O:31][CH2:32][CH2:33][N:34]3[CH2:35][CH2:36][N:37]([CH3:42])[CH2:38][CH2:39]3)[N:26]=2)[N:4]=1)[CH3:2], predict the reactants needed to synthesize it. The reactants are: [CH2:1]([C:3]1[C:11]2[C:6](=[CH:7][CH:8]=[CH:9][C:10]=2[NH:12][C:13]([C:15]2[N:19]3[CH:20]=[CH:21][CH:22]=[CH:23][C:18]3=[N:17][CH:16]=2)=[O:14])[N:5]([CH2:24][C:25]2[CH:30]=[CH:29][CH:28]=[C:27]([O:31][CH2:32][CH2:33][N:34]3[CH2:39][CH2:38][NH:37][CH2:36][CH2:35]3)[N:26]=2)[N:4]=1)[CH3:2].[BH-](OC(C)=O)(OC(C)=O)O[C:42](C)=O.[Na+].C=O. (2) Given the product [C:1]([C:5]1[N:6]=[C:7]([N:22]2[CH2:27][CH2:26][CH2:28][CH2:24][CH2:23]2)[C:8]2[N:13]=[N:12][N:11]([CH2:14][C:15]3[CH:20]=[CH:19][CH:18]=[CH:17][C:16]=3[Cl:21])[C:9]=2[N:10]=1)([CH3:4])([CH3:3])[CH3:2], predict the reactants needed to synthesize it. The reactants are: [C:1]([C:5]1[N:6]=[C:7]([N:22]2[CH2:27][CH2:26]O[CH2:24][CH2:23]2)[C:8]2[N:13]=[N:12][N:11]([CH2:14][C:15]3[CH:20]=[CH:19][CH:18]=[CH:17][C:16]=3[Cl:21])[C:9]=2[N:10]=1)([CH3:4])([CH3:3])[CH3:2].[C:28](C1N=C(Cl)C2N=NN(CC3C=CC=CC=3Cl)C=2N=1)(C)(C)C.N1CCCCC1. (3) Given the product [Br:1][C:2]1[CH:8]=[CH:7][C:5]([NH:6][CH2:15][C:11]2[CH:10]=[N:9][CH:14]=[CH:13][CH:12]=2)=[CH:4][CH:3]=1, predict the reactants needed to synthesize it. The reactants are: [Br:1][C:2]1[CH:8]=[CH:7][C:5]([NH2:6])=[CH:4][CH:3]=1.[N:9]1[CH:14]=[CH:13][CH:12]=[C:11]([CH:15]=O)[CH:10]=1.[BH4-].[Na+].